This data is from Full USPTO retrosynthesis dataset with 1.9M reactions from patents (1976-2016). The task is: Predict the reactants needed to synthesize the given product. (1) Given the product [Cl:1][C:2]1[S:6][C:5]([NH:7][S:8]([C:11]2[CH:16]=[CH:15][C:14]([O:17][C:18]3[CH:23]=[CH:22][C:21]([F:24])=[CH:20][C:19]=3[C:36]3[CH:37]=[N:38][NH:39][CH:40]=3)=[C:13]([C:26]#[N:27])[CH:12]=2)(=[O:10])=[O:9])=[N:4][CH:3]=1, predict the reactants needed to synthesize it. The reactants are: [Cl:1][C:2]1[S:6][C:5]([NH:7][S:8]([C:11]2[CH:16]=[CH:15][C:14]([O:17][C:18]3[CH:23]=[CH:22][C:21]([F:24])=[CH:20][C:19]=3I)=[C:13]([C:26]#[N:27])[CH:12]=2)(=[O:10])=[O:9])=[N:4][CH:3]=1.CC1(C)C(C)(C)OB([C:36]2[CH:37]=[N:38][NH:39][CH:40]=2)O1.C(=O)([O-])[O-].[Na+].[Na+]. (2) Given the product [NH2:1][S:2]([C:5]1[CH:10]=[CH:9][CH:8]=[CH:7][C:6]=1[C:11]1[CH:16]=[CH:15][C:14]([NH:17][C:18](=[O:40])[CH:19]([C:34]2[CH:39]=[CH:38][CH:37]=[CH:36][CH:35]=2)[NH:20][C:21]([NH:23][C:24]2[CH:33]=[CH:32][C:27]([Br:41])=[CH:26][CH:25]=2)=[S:22])=[CH:13][CH:12]=1)(=[O:4])=[O:3], predict the reactants needed to synthesize it. The reactants are: [NH2:1][S:2]([C:5]1[CH:10]=[CH:9][CH:8]=[CH:7][C:6]=1[C:11]1[CH:16]=[CH:15][C:14]([NH:17][C:18](=[O:40])[CH:19]([C:34]2[CH:39]=[CH:38][CH:37]=[CH:36][CH:35]=2)[NH:20][C:21]([NH:23][C:24]2[CH:33]=[CH:32][C:27]3OC(C)=C[C:26]=3[CH:25]=2)=[S:22])=[CH:13][CH:12]=1)(=[O:4])=[O:3].[Br:41]C1C=CC(N=C=S)=CC=1. (3) Given the product [CH2:1]([C:3]1[CH:4]=[CH:5][C:6]([CH2:7][C:8]2[CH:15]=[C:14]([C@:16]3([O:34][C@H:33]([CH2:35][OH:36])[C@@H:28]([OH:29])[C@H:23]([OH:24])[C@H:18]3[OH:19])[OH:17])[C:13]([OH:40])=[CH:12][C:9]=2[C:10]#[N:11])=[CH:42][CH:43]=1)[CH3:2], predict the reactants needed to synthesize it. The reactants are: [CH2:1]([C:3]1[CH:43]=[CH:42][C:6]([CH2:7][C:8]2[CH:15]=[C:14]([C@:16]3([O:34][C@H:33]([CH2:35][O:36]C(=O)C)[C@@H:28]([O:29]C(=O)C)[C@H:23]([O:24]C(=O)C)[C@H:18]3[O:19]C(=O)C)[OH:17])[C:13]([O:40]C)=[CH:12][C:9]=2[C:10]#[N:11])=[CH:5][CH:4]=1)[CH3:2].Cl.[NH+]1C=CC=CC=1. (4) Given the product [Br:1][C:2]1[C:10]2[NH:9][C@H:8]3[CH2:11][CH2:12][N:13]([C:33]([O:35][CH2:36][CH3:37])=[O:34])[CH2:14][C@H:7]3[C:6]=2[CH:5]=[CH:4][CH:3]=1, predict the reactants needed to synthesize it. The reactants are: [Br:1][C:2]1[C:10]2[NH:9][C@H:8]3[CH2:11][CH2:12][NH:13][CH2:14][C@H:7]3[C:6]=2[CH:5]=[CH:4][CH:3]=1.C([O-])(=O)[C@H](C1C=CC=CC=1)O.C([O-])([O-])=O.[Na+].[Na+].Cl[C:33]([O:35][CH2:36][CH3:37])=[O:34]. (5) Given the product [Cl-:1].[OH:6][CH:3]([CH2:4][OH:5])[CH2:2][N+:8]([CH2:9][CH2:10][CH2:11][CH2:12][CH2:13][CH2:14][CH2:15][CH3:16])([CH3:7])[CH3:17], predict the reactants needed to synthesize it. The reactants are: [Cl:1][CH2:2][CH:3]([OH:6])[CH2:4][OH:5].[CH3:7][N:8]([CH3:17])[CH2:9][CH2:10][CH2:11][CH2:12][CH2:13][CH2:14][CH2:15][CH3:16].[OH-].[Na+].Cl.CN(C)C. (6) Given the product [F:14][C:2]([F:1])([CH3:13])[CH2:3][CH2:4][CH2:5][CH2:6][N:7]1[CH:11]=[C:10]([NH:12][C:21]([C:19]2[N:20]=[C:16]([CH3:15])[O:17][C:18]=2[C:24]2[CH:29]=[CH:28][CH:27]=[CH:26][C:25]=2[CH3:30])=[O:22])[CH:9]=[N:8]1, predict the reactants needed to synthesize it. The reactants are: [F:1][C:2]([F:14])([CH3:13])[CH2:3][CH2:4][CH2:5][CH2:6][N:7]1[CH:11]=[C:10]([NH2:12])[CH:9]=[N:8]1.[CH3:15][C:16]1[O:17][C:18]([C:24]2[CH:29]=[CH:28][CH:27]=[CH:26][C:25]=2[CH3:30])=[C:19]([C:21](O)=[O:22])[N:20]=1. (7) The reactants are: [CH3:1][N:2]1[CH:6]=[C:5](B2OC(C)(C)C(C)(C)O2)[CH:4]=[N:3]1.C(=O)([O-])[O-].[K+].[K+].Br[C:23]1[CH:24]=[CH:25][C:26]([NH2:31])=[N:27][C:28]=1[O:29][CH3:30].O. Given the product [CH3:30][O:29][C:28]1[N:27]=[C:26]([NH2:31])[CH:25]=[CH:24][C:23]=1[C:5]1[CH:4]=[N:3][N:2]([CH3:1])[CH:6]=1, predict the reactants needed to synthesize it. (8) Given the product [C:17]([N:5]1[CH2:6][CH2:7][C:8]2[C:13](=[CH:12][C:11]([OH:14])=[C:10]([O:15][CH3:16])[CH:9]=2)[CH:4]1[CH:1]1[CH2:3][CH2:2]1)(=[O:19])[CH3:18], predict the reactants needed to synthesize it. The reactants are: [CH:1]1([CH:4]2[C:13]3[C:8](=[CH:9][C:10]([O:15][CH3:16])=[C:11]([OH:14])[CH:12]=3)[CH2:7][CH2:6][NH:5]2)[CH2:3][CH2:2]1.[C:17](OC(=O)C)(=[O:19])[CH3:18].C(N(CC)CC)C.